This data is from NCI-60 drug combinations with 297,098 pairs across 59 cell lines. The task is: Regression. Given two drug SMILES strings and cell line genomic features, predict the synergy score measuring deviation from expected non-interaction effect. (1) Drug 1: C1=NC2=C(N=C(N=C2N1C3C(C(C(O3)CO)O)F)Cl)N. Drug 2: CC12CCC3C(C1CCC2O)C(CC4=C3C=CC(=C4)O)CCCCCCCCCS(=O)CCCC(C(F)(F)F)(F)F. Cell line: BT-549. Synergy scores: CSS=2.43, Synergy_ZIP=1.10, Synergy_Bliss=5.46, Synergy_Loewe=1.18, Synergy_HSA=2.05. (2) Drug 1: C1=CC=C(C=C1)NC(=O)CCCCCCC(=O)NO. Drug 2: CC1C(C(CC(O1)OC2CC(CC3=C2C(=C4C(=C3O)C(=O)C5=CC=CC=C5C4=O)O)(C(=O)C)O)N)O. Cell line: RPMI-8226. Synergy scores: CSS=52.6, Synergy_ZIP=-6.95, Synergy_Bliss=-4.11, Synergy_Loewe=-1.66, Synergy_HSA=0.365. (3) Drug 2: CC1C(C(CC(O1)OC2CC(CC3=C2C(=C4C(=C3O)C(=O)C5=C(C4=O)C(=CC=C5)OC)O)(C(=O)CO)O)N)O.Cl. Drug 1: CS(=O)(=O)OCCCCOS(=O)(=O)C. Synergy scores: CSS=52.8, Synergy_ZIP=2.81, Synergy_Bliss=3.90, Synergy_Loewe=-17.2, Synergy_HSA=5.66. Cell line: HOP-92. (4) Drug 1: C1=CC(=CC=C1CCC2=CNC3=C2C(=O)NC(=N3)N)C(=O)NC(CCC(=O)O)C(=O)O. Drug 2: C1CC(=O)NC(=O)C1N2C(=O)C3=CC=CC=C3C2=O. Cell line: NCIH23. Synergy scores: CSS=1.44, Synergy_ZIP=-1.24, Synergy_Bliss=-0.574, Synergy_Loewe=-1.78, Synergy_HSA=-0.181. (5) Drug 1: COC1=C(C=C2C(=C1)N=CN=C2NC3=CC(=C(C=C3)F)Cl)OCCCN4CCOCC4. Drug 2: C#CCC(CC1=CN=C2C(=N1)C(=NC(=N2)N)N)C3=CC=C(C=C3)C(=O)NC(CCC(=O)O)C(=O)O. Cell line: SR. Synergy scores: CSS=28.6, Synergy_ZIP=-3.45, Synergy_Bliss=-3.87, Synergy_Loewe=-11.1, Synergy_HSA=-1.96. (6) Drug 2: C1=NC2=C(N=C(N=C2N1C3C(C(C(O3)CO)O)F)Cl)N. Cell line: NCI-H460. Synergy scores: CSS=-1.11, Synergy_ZIP=0.686, Synergy_Bliss=0.283, Synergy_Loewe=-0.00693, Synergy_HSA=-1.13. Drug 1: CCC(=C(C1=CC=CC=C1)C2=CC=C(C=C2)OCCN(C)C)C3=CC=CC=C3.C(C(=O)O)C(CC(=O)O)(C(=O)O)O. (7) Drug 1: C1CCC(CC1)NC(=O)N(CCCl)N=O. Drug 2: CC1C(C(CC(O1)OC2CC(OC(C2O)C)OC3=CC4=CC5=C(C(=O)C(C(C5)C(C(=O)C(C(C)O)O)OC)OC6CC(C(C(O6)C)O)OC7CC(C(C(O7)C)O)OC8CC(C(C(O8)C)O)(C)O)C(=C4C(=C3C)O)O)O)O. Cell line: HCC-2998. Synergy scores: CSS=13.1, Synergy_ZIP=0.347, Synergy_Bliss=2.49, Synergy_Loewe=-0.175, Synergy_HSA=0.426. (8) Drug 2: C#CCC(CC1=CN=C2C(=N1)C(=NC(=N2)N)N)C3=CC=C(C=C3)C(=O)NC(CCC(=O)O)C(=O)O. Drug 1: CCC1(CC2CC(C3=C(CCN(C2)C1)C4=CC=CC=C4N3)(C5=C(C=C6C(=C5)C78CCN9C7C(C=CC9)(C(C(C8N6C)(C(=O)OC)O)OC(=O)C)CC)OC)C(=O)OC)O.OS(=O)(=O)O. Cell line: U251. Synergy scores: CSS=-2.13, Synergy_ZIP=-1.37, Synergy_Bliss=-4.39, Synergy_Loewe=-28.5, Synergy_HSA=-5.84.